From a dataset of Full USPTO retrosynthesis dataset with 1.9M reactions from patents (1976-2016). Predict the reactants needed to synthesize the given product. (1) Given the product [O:9]1[CH2:10][CH2:11][CH2:12][O:13][CH:8]1[C:4]1[CH:3]=[C:2]([C:19]([CH3:21])([CH3:20])[CH2:18][C:17](=[O:22])[C:16]([F:24])([F:23])[F:15])[CH:7]=[CH:6][CH:5]=1, predict the reactants needed to synthesize it. The reactants are: Br[C:2]1[CH:3]=[C:4]([CH:8]2[O:13][CH2:12][CH2:11][CH2:10][O:9]2)[CH:5]=[CH:6][CH:7]=1.[Mg].[F:15][C:16]([F:24])([F:23])[C:17](=[O:22])[CH:18]=[C:19]([CH3:21])[CH3:20]. (2) Given the product [Cl-:38].[Br:1][C:2]1[CH:3]=[C:4]([C:8]2[CH:13]=[CH:12][CH:11]=[C:10]([CH2:14][O:15][C@H:16]3[CH2:20][NH2+:19][C@H:18]([C:28]([O:30][CH3:31])=[O:29])[CH2:17]3)[CH:9]=2)[CH:5]=[CH:6][CH:7]=1, predict the reactants needed to synthesize it. The reactants are: [Br:1][C:2]1[CH:3]=[C:4]([C:8]2[CH:13]=[CH:12][CH:11]=[C:10]([CH2:14][O:15][C@H:16]3[CH2:20][N:19](C(OC(C)(C)C)=O)[C@H:18]([C:28]([O:30][CH3:31])=[O:29])[CH2:17]3)[CH:9]=2)[CH:5]=[CH:6][CH:7]=1.O1CCOCC1.[ClH:38]. (3) Given the product [CH3:37][O:36][CH2:35][C:30]1[N:31]([CH2:32][CH2:33][CH3:34])[C:21]2[C:20]3[CH:19]=[C:18]([O:17][CH2:16][CH2:15][CH2:14][N:7]4[CH2:12][CH2:11][O:10][CH2:9][CH2:8]4)[CH:27]=[CH:26][C:25]=3[N:24]=[C:23]([NH2:28])[C:22]=2[N:29]=1, predict the reactants needed to synthesize it. The reactants are: C(=O)([O-])[O-].[K+].[K+].[NH:7]1[CH2:12][CH2:11][O:10][CH2:9][CH2:8]1.Cl[CH2:14][CH2:15][CH2:16][O:17][C:18]1[CH:27]=[CH:26][C:25]2[N:24]=[C:23]([NH2:28])[C:22]3[N:29]=[C:30]([CH2:35][O:36][CH3:37])[N:31]([CH2:32][CH2:33][CH3:34])[C:21]=3[C:20]=2[CH:19]=1.CN(C=O)C.